From a dataset of NCI-60 drug combinations with 297,098 pairs across 59 cell lines. Regression. Given two drug SMILES strings and cell line genomic features, predict the synergy score measuring deviation from expected non-interaction effect. (1) Drug 1: C1=C(C(=O)NC(=O)N1)F. Drug 2: CC=C1C(=O)NC(C(=O)OC2CC(=O)NC(C(=O)NC(CSSCCC=C2)C(=O)N1)C(C)C)C(C)C. Cell line: OVCAR3. Synergy scores: CSS=66.1, Synergy_ZIP=-1.44, Synergy_Bliss=-3.23, Synergy_Loewe=-3.19, Synergy_HSA=-0.395. (2) Drug 1: CC(CN1CC(=O)NC(=O)C1)N2CC(=O)NC(=O)C2. Drug 2: C1C(C(OC1N2C=NC(=NC2=O)N)CO)O. Cell line: NCI-H460. Synergy scores: CSS=33.6, Synergy_ZIP=-3.75, Synergy_Bliss=-4.45, Synergy_Loewe=-2.07, Synergy_HSA=-1.74. (3) Cell line: OVCAR-4. Drug 2: CC1C(C(=O)NC(C(=O)N2CCCC2C(=O)N(CC(=O)N(C(C(=O)O1)C(C)C)C)C)C(C)C)NC(=O)C3=C4C(=C(C=C3)C)OC5=C(C(=O)C(=C(C5=N4)C(=O)NC6C(OC(=O)C(N(C(=O)CN(C(=O)C7CCCN7C(=O)C(NC6=O)C(C)C)C)C)C(C)C)C)N)C. Synergy scores: CSS=32.1, Synergy_ZIP=1.36, Synergy_Bliss=0.444, Synergy_Loewe=-0.574, Synergy_HSA=0.0863. Drug 1: C1=CC(=CC=C1CCC2=CNC3=C2C(=O)NC(=N3)N)C(=O)NC(CCC(=O)O)C(=O)O. (4) Drug 1: CC1C(C(=O)NC(C(=O)N2CCCC2C(=O)N(CC(=O)N(C(C(=O)O1)C(C)C)C)C)C(C)C)NC(=O)C3=C4C(=C(C=C3)C)OC5=C(C(=O)C(=C(C5=N4)C(=O)NC6C(OC(=O)C(N(C(=O)CN(C(=O)C7CCCN7C(=O)C(NC6=O)C(C)C)C)C)C(C)C)C)N)C. Drug 2: CCC1(C2=C(COC1=O)C(=O)N3CC4=CC5=C(C=CC(=C5CN(C)C)O)N=C4C3=C2)O.Cl. Cell line: UACC62. Synergy scores: CSS=52.0, Synergy_ZIP=-5.23, Synergy_Bliss=-8.48, Synergy_Loewe=-7.87, Synergy_HSA=-5.81. (5) Drug 1: C1CCN(CC1)CCOC2=CC=C(C=C2)C(=O)C3=C(SC4=C3C=CC(=C4)O)C5=CC=C(C=C5)O. Drug 2: C1C(C(OC1N2C=C(C(=O)NC2=O)F)CO)O. Cell line: COLO 205. Synergy scores: CSS=41.3, Synergy_ZIP=3.19, Synergy_Bliss=3.83, Synergy_Loewe=-6.67, Synergy_HSA=-1.01. (6) Drug 1: COC1=C(C=C2C(=C1)N=CN=C2NC3=CC(=C(C=C3)F)Cl)OCCCN4CCOCC4. Drug 2: CC1C(C(CC(O1)OC2CC(CC3=C2C(=C4C(=C3O)C(=O)C5=C(C4=O)C(=CC=C5)OC)O)(C(=O)CO)O)N)O.Cl. Cell line: SR. Synergy scores: CSS=41.6, Synergy_ZIP=-0.493, Synergy_Bliss=-1.50, Synergy_Loewe=-16.9, Synergy_HSA=-1.10. (7) Drug 1: C1=C(C(=O)NC(=O)N1)F. Drug 2: C1=CN(C=N1)CC(O)(P(=O)(O)O)P(=O)(O)O. Cell line: CCRF-CEM. Synergy scores: CSS=7.66, Synergy_ZIP=-11.9, Synergy_Bliss=-25.3, Synergy_Loewe=-28.8, Synergy_HSA=-25.0. (8) Drug 1: CC1=C(C=C(C=C1)NC(=O)C2=CC=C(C=C2)CN3CCN(CC3)C)NC4=NC=CC(=N4)C5=CN=CC=C5. Drug 2: CCC1(C2=C(COC1=O)C(=O)N3CC4=CC5=C(C=CC(=C5CN(C)C)O)N=C4C3=C2)O.Cl. Cell line: NCI-H522. Synergy scores: CSS=26.3, Synergy_ZIP=-5.22, Synergy_Bliss=-3.42, Synergy_Loewe=-19.2, Synergy_HSA=-2.34. (9) Drug 1: CS(=O)(=O)C1=CC(=C(C=C1)C(=O)NC2=CC(=C(C=C2)Cl)C3=CC=CC=N3)Cl. Drug 2: CC1=CC=C(C=C1)C2=CC(=NN2C3=CC=C(C=C3)S(=O)(=O)N)C(F)(F)F. Cell line: MCF7. Synergy scores: CSS=16.4, Synergy_ZIP=0.387, Synergy_Bliss=9.60, Synergy_Loewe=7.13, Synergy_HSA=9.46. (10) Drug 1: C(CN)CNCCSP(=O)(O)O. Drug 2: CC1C(C(CC(O1)OC2CC(CC3=C2C(=C4C(=C3O)C(=O)C5=CC=CC=C5C4=O)O)(C(=O)C)O)N)O. Cell line: UACC-257. Synergy scores: CSS=45.8, Synergy_ZIP=-0.611, Synergy_Bliss=0.905, Synergy_Loewe=-65.9, Synergy_HSA=1.15.